This data is from Experimentally validated miRNA-target interactions with 360,000+ pairs, plus equal number of negative samples. The task is: Binary Classification. Given a miRNA mature sequence and a target amino acid sequence, predict their likelihood of interaction. (1) The miRNA is hsa-miR-92a-3p with sequence UAUUGCACUUGUCCCGGCCUGU. The protein sequence of the target gene is MMPSPSDSSRSLTSRPSTRGLTHLRLHRPWLQALLTLGLVQVLLGILVVTFSMVASSVTTTESIKRSCPSWAGFSLAFSGVVGIVSWKRPFTLVISFFSLLSVLCVMLSMAGSVLSCKNAQLARDFQQCSLEGKVCVCCPSVPLLRPCPESGQELKVAPNSTCDEARGALKNLLFSVCGLTICAAIICTLSAIVCCIQIFSLDLVHTLAPERSVSGPLGPLGCTSPPPAPLLHTMLDLEEFVPPVPPPPYYPPEYTCSSETDAQSITYNGSMDSPVPLYPTDCPPSYEAVMGLRGDSQAT.... Result: 1 (interaction). (2) The miRNA is hsa-miR-4432 with sequence AAAGACUCUGCAAGAUGCCU. Result: 1 (interaction). The protein sequence of the target gene is MEPWKQCAQWLIHCKVLPTNHRVTWDSAQVFDLAQTLRDGVLLCQLLNNLRAHSINLKEINLRPQMSQFLCLKNIRTFLTACCETFGMRKSELFEAFDLFDVRDFGKVIETLSRLSRTPIALATGIRPFPTEESINDEDIYKGLPDLIDETLVEDEEDLYDCVYGEDEGGEVYEDLMKAEEAHQPKCPENDIRSCCLAEIKQTEEKYTETLESIEKYFMAPLKRFLTAAEFDSVFINIPELVKLHRNLMQEIHDSIVNKNDQNLYQVFINYKERLVIYGQYCSGVESAISSLDYISKTKE....